From a dataset of Experimentally validated miRNA-target interactions with 360,000+ pairs, plus equal number of negative samples. Binary Classification. Given a miRNA mature sequence and a target amino acid sequence, predict their likelihood of interaction. The miRNA is hsa-miR-1292-3p with sequence UCGCGCCCCGGCUCCCGUUC. The protein sequence of the target gene is MPSVTQRLRDPDINPCLSESDASTRCLDENNYDRERCSTYFLRYKNCRRFWNSIVMQRRKNGVKPFMPTAAERDEILRAVGNMPY. Result: 0 (no interaction).